The task is: Predict the product of the given reaction.. This data is from Forward reaction prediction with 1.9M reactions from USPTO patents (1976-2016). Given the reactants [CH3:1][C:2]1[C:24]([CH3:25])=[CH:23][C:22]([CH3:26])=[C:21]([CH3:27])[C:3]=1[CH2:4][O:5][C:6]1[CH:11]=[CH:10][CH:9]=[CH:8][C:7]=1[C:12]1[CH:16]=[CH:15][O:14][C:13]=1[C:17]([NH:19][NH2:20])=[O:18].C([O:31][CH2:32][CH3:33])(=O)C, predict the reaction product. The product is: [C:17]([C:13]1[CH:12]=[C:7]([CH:8]=[CH:33][C:32]=1[OH:31])[C:6]([NH:20][NH:19][C:17]([C:13]1[O:14][CH:15]=[CH:16][C:12]=1[C:7]1[CH:8]=[CH:9][CH:10]=[CH:11][C:6]=1[O:5][CH2:4][C:3]1[C:21]([CH3:27])=[C:22]([CH3:26])[CH:23]=[C:24]([CH3:25])[C:2]=1[CH3:1])=[O:18])=[O:5])#[N:19].